This data is from Aqueous solubility values for 9,982 compounds from the AqSolDB database. The task is: Regression/Classification. Given a drug SMILES string, predict its absorption, distribution, metabolism, or excretion properties. Task type varies by dataset: regression for continuous measurements (e.g., permeability, clearance, half-life) or binary classification for categorical outcomes (e.g., BBB penetration, CYP inhibition). For this dataset (solubility_aqsoldb), we predict Y. (1) The drug is CCCC(=O)OCOC(=O)c1cn(CC)c2nc(C)ccc2c1=O. The Y is -2.95 log mol/L. (2) The molecule is O=C(O)c1ccc(P(=O)(O)c2ccccc2)cc1. The Y is -4.07 log mol/L.